Dataset: Forward reaction prediction with 1.9M reactions from USPTO patents (1976-2016). Task: Predict the product of the given reaction. (1) Given the reactants [C:1]([O:5][C:6](=[O:53])[CH2:7][C@H:8]([NH:27][C:28]([C@@H:30]1[CH2:35][CH2:34][CH2:33][N:32]([C:36](=[O:52])[CH2:37][CH2:38][CH:39]2[CH2:44][CH2:43][N:42]([C:45]([O:47][C:48]([CH3:51])([CH3:50])[CH3:49])=[O:46])[CH2:41][CH2:40]2)[CH2:31]1)=[O:29])[C:9]1[CH:10]=[N:11][CH:12]=[C:13]([C:15]#[C:16][C:17]2[CH:22]=[CH:21][CH:20]=[C:19]([O:23][CH2:24][CH2:25][F:26])[CH:18]=2)[CH:14]=1)([CH3:4])([CH3:3])[CH3:2], predict the reaction product. The product is: [C:1]([O:5][C:6](=[O:53])[CH2:7][C@H:8]([NH:27][C:28]([C@@H:30]1[CH2:35][CH2:34][CH2:33][N:32]([C:36](=[O:52])[CH2:37][CH2:38][CH:39]2[CH2:40][CH2:41][N:42]([C:45]([O:47][C:48]([CH3:51])([CH3:50])[CH3:49])=[O:46])[CH2:43][CH2:44]2)[CH2:31]1)=[O:29])[C:9]1[CH:10]=[N:11][CH:12]=[C:13]([CH2:15][CH2:16][C:17]2[CH:22]=[CH:21][CH:20]=[C:19]([O:23][CH2:24][CH2:25][F:26])[CH:18]=2)[CH:14]=1)([CH3:2])([CH3:4])[CH3:3]. (2) Given the reactants [Br:1][C:2]1[CH:7]=[C:6]([F:8])[CH:5]=[C:4]([N+:9]([O-:11])=[O:10])[C:3]=1[CH3:12].CN(C(OC)OC)C.[NH:21]1[CH2:25][CH2:24][CH2:23][CH2:22]1.O1CCO[CH2:28][CH2:27]1, predict the reaction product. The product is: [Br:1][C:2]1[CH:7]=[C:6]([F:8])[CH:5]=[C:4]([N+:9]([O-:11])=[O:10])[C:3]=1[CH:12]=[C:27]([N:21]1[CH2:25][CH2:24][CH2:23][CH2:22]1)[CH3:28].